Dataset: Forward reaction prediction with 1.9M reactions from USPTO patents (1976-2016). Task: Predict the product of the given reaction. (1) Given the reactants [Br:1][C:2]1[CH:3]=[C:4]([CH:12]2[C:21]3[C:16](=[CH:17][C:18]([N:22]([CH3:24])[CH3:23])=[CH:19][CH:20]=3)[O:15][CH:14](N3CCOCC3)[CH2:13]2)[CH:5]=[C:6]([O:10][CH3:11])[C:7]=1[O:8][CH3:9].C1(C)C=CC(S(O)(=O)=O)=CC=1.[C:42](Cl)(=[O:44])C.C(=O)(O)[O-].[Na+], predict the reaction product. The product is: [Br:1][C:2]1[CH:3]=[C:4]([CH:12]2[C:21]3[C:16](=[CH:17][C:18]([N:22]([CH3:23])[CH3:24])=[CH:19][CH:20]=3)[O:15][CH:14]([O:44][CH3:42])[CH2:13]2)[CH:5]=[C:6]([O:10][CH3:11])[C:7]=1[O:8][CH3:9]. (2) Given the reactants [Cl:1][C:2]1[CH:7]=[CH:6][C:5]([S:8]([N:11]([CH2:22][C:23]2[CH:28]=[CH:27][C:26]([C:29]#[N:30])=[CH:25][C:24]=2[F:31])[C@H:12]([CH2:16][CH2:17][C:18]([F:21])([F:20])[F:19])[C:13]([NH2:15])=[O:14])(=[O:10])=[O:9])=[CH:4][CH:3]=1.CO.[NH2:34][OH:35], predict the reaction product. The product is: [Cl:1][C:2]1[CH:3]=[CH:4][C:5]([S:8]([N:11]([C@H:12]([CH2:16][CH2:17][C:18]([F:21])([F:20])[F:19])[C:13]([NH2:15])=[O:14])[CH2:22][C:23]2[CH:28]=[CH:27][C:26]([C:29](=[N:34][OH:35])[NH2:30])=[CH:25][C:24]=2[F:31])(=[O:9])=[O:10])=[CH:6][CH:7]=1. (3) Given the reactants [F:1][C:2]([F:24])([F:23])[C:3]1[CH:4]=[C:5]([CH:9]([C:11]2[CH:12]=[N:13][C:14]3[N:15]([N:17]=[CH:18][C:19]=3[C:20](O)=[O:21])[CH:16]=2)[CH3:10])[CH:6]=[CH:7][CH:8]=1.CN(C(ON1N=NC2C=CC=CC1=2)=[N+](C)C)C.[B-](F)(F)(F)F.C(N(CC)C(C)C)(C)C.[Cl-].[NH2:57][C:58](=[O:62])[CH2:59][CH2:60][NH3+:61], predict the reaction product. The product is: [NH2:57][C:58](=[O:62])[CH2:59][CH2:60][NH:61][C:20]([C:19]1[CH:18]=[N:17][N:15]2[CH:16]=[C:11]([CH:9]([C:5]3[CH:6]=[CH:7][CH:8]=[C:3]([C:2]([F:1])([F:24])[F:23])[CH:4]=3)[CH3:10])[CH:12]=[N:13][C:14]=12)=[O:21]. (4) Given the reactants [CH2:1]([NH:8][C:9]([C:11]1[S:12][CH:13]=[CH:14][C:15]=1[OH:16])=[O:10])[C:2]1[CH:7]=[CH:6][CH:5]=[CH:4][CH:3]=1.[C:17]([O:20][CH:21]1[CH:26]([O:27][C:28](=[O:30])[CH3:29])[CH:25]([O:31][C:32](=[O:34])[CH3:33])[CH:24]([CH2:35][O:36][C:37](=[O:39])[CH3:38])[O:23][CH:22]1Br)(=[O:19])[CH3:18].C(=O)([O-])[O-].[K+].[K+].C(=O)(O)[O-].[Na+], predict the reaction product. The product is: [C:37]([O:36][CH2:35][CH:24]1[CH:25]([O:31][C:32](=[O:34])[CH3:33])[CH:26]([O:27][C:28](=[O:30])[CH3:29])[CH:21]([O:20][C:17](=[O:19])[CH3:18])[CH:22]([O:16][C:15]2[CH:14]=[CH:13][S:12][C:11]=2[C:9](=[O:10])[NH:8][CH2:1][C:2]2[CH:3]=[CH:4][CH:5]=[CH:6][CH:7]=2)[O:23]1)(=[O:39])[CH3:38]. (5) Given the reactants [CH3:1][C:2]1[O:13][C:5]2[CH2:6][N:7]([CH3:12])[CH2:8][CH2:9][CH:10]([OH:11])[C:4]=2[CH:3]=1.[Br:14][C:15]1[C:24]2[C:19](=[CH:20][CH:21]=[CH:22][CH:23]=2)[C:18](F)=[CH:17][CH:16]=1, predict the reaction product. The product is: [Br:14][C:15]1[C:24]2[C:19](=[CH:20][CH:21]=[CH:22][CH:23]=2)[C:18]([O:11][CH:10]2[CH2:9][CH2:8][N:7]([CH3:12])[CH2:6][C:5]3[O:13][C:2]([CH3:1])=[CH:3][C:4]2=3)=[CH:17][CH:16]=1. (6) Given the reactants [Br:1][C:2]1[CH:3]=[C:4]2[C:8](=[CH:9][C:10]=1[CH3:11])[NH:7][N:6]=[CH:5]2.[C:12]([O:16][C:17]([N:19]1[CH2:22][CH:21]([CH2:23]OS(C2C=CC(C)=CC=2)(=O)=O)[CH2:20]1)=[O:18])([CH3:15])([CH3:14])[CH3:13].C(=O)([O-])[O-].[Cs+].[Cs+].CCCCCC.CCOCC, predict the reaction product. The product is: [Br:1][C:2]1[C:10]([CH3:11])=[CH:9][C:8]2[C:4](=[CH:5][N:6]([CH2:23][CH:21]3[CH2:22][N:19]([C:17]([O:16][C:12]([CH3:13])([CH3:15])[CH3:14])=[O:18])[CH2:20]3)[N:7]=2)[CH:3]=1. (7) The product is: [O:1]1[CH2:6][CH2:5][CH:4]([C:7]([O:9][C:10]2[CH:15]=[CH:14][CH:13]=[CH:12][CH:11]=2)=[O:8])[CH2:3][CH2:2]1. Given the reactants [O:1]1[CH2:6][CH2:5][CH:4]([C:7]([OH:9])=[O:8])[CH2:3][CH2:2]1.[C:10]1(O)[CH:15]=[CH:14][CH:13]=[CH:12][CH:11]=1.C1CN([P+](ON2N=NC3C=CC=CC2=3)(N2CCCC2)N2CCCC2)CC1.F[P-](F)(F)(F)(F)F.C(N(CC)CC)C, predict the reaction product. (8) The product is: [CH2:28]([NH:35][CH2:1][C:3]1[N:4]=[CH:5][C:6]([NH:9][C:10](=[O:27])[CH:11]([NH:15][C:16](=[O:26])[CH2:17][C:18]2[CH:23]=[C:22]([F:24])[CH:21]=[C:20]([F:25])[CH:19]=2)[CH2:12][CH2:13][CH3:14])=[N:7][CH:8]=1)[C:29]1[CH:34]=[CH:33][CH:32]=[CH:31][CH:30]=1. Given the reactants [CH:1]([C:3]1[N:4]=[CH:5][C:6]([NH:9][C:10](=[O:27])[CH:11]([NH:15][C:16](=[O:26])[CH2:17][C:18]2[CH:23]=[C:22]([F:24])[CH:21]=[C:20]([F:25])[CH:19]=2)[CH2:12][CH2:13][CH3:14])=[N:7][CH:8]=1)=O.[CH2:28]([NH2:35])[C:29]1[CH:34]=[CH:33][CH:32]=[CH:31][CH:30]=1.S([O-])([O-])(=O)=O.[Na+].[Na+].C(O[BH-](OC(=O)C)OC(=O)C)(=O)C.[Na+], predict the reaction product. (9) Given the reactants Cl.C(OCC)C.[Cl:7][C:8]1[N:9]=[C:10]([NH:24][CH2:25][CH2:26][CH3:27])[C:11]2[N:12]=[C:13]([NH:22][CH3:23])[N:14]=[C:15]([NH:18][CH2:19][CH2:20][CH3:21])[C:16]=2[N:17]=1, predict the reaction product. The product is: [ClH:7].[Cl:7][C:8]1[N:9]=[C:10]([NH:24][CH2:25][CH2:26][CH3:27])[C:11]2[N:12]=[C:13]([NH:22][CH3:23])[N:14]=[C:15]([NH:18][CH2:19][CH2:20][CH3:21])[C:16]=2[N:17]=1.